Predict the reaction yield, written as a fraction of the theoretical maximum amount of product (1.0 means a 100% yield; for example, 0.34 means a 34% yield). From a dataset of Reaction yield outcomes from USPTO patents with 853,638 reactions. (1) The reactants are N12CCCN=C1CCCCC2.Cl.[NH2:13][CH2:14][C:15]1[CH:23]=[CH:22][CH:21]=[C:20]2[C:16]=1[CH2:17][N:18]([CH:25]1[CH2:30][CH2:29][C:28](=[O:31])[NH:27][C:26]1=[O:32])[C:19]2=[O:24].[CH:33]1([N:39]=[C:40]=[O:41])[CH2:38][CH2:37][CH2:36][CH2:35][CH2:34]1. The catalyst is C(#N)C. The product is [CH:33]1([NH:39][C:40]([NH:13][CH2:14][C:15]2[CH:23]=[CH:22][CH:21]=[C:20]3[C:16]=2[CH2:17][N:18]([CH:25]2[CH2:30][CH2:29][C:28](=[O:31])[NH:27][C:26]2=[O:32])[C:19]3=[O:24])=[O:41])[CH2:38][CH2:37][CH2:36][CH2:35][CH2:34]1. The yield is 0.160. (2) The reactants are [F:1][C:2]1[CH:8]=[C:7]([C:9]#[C:10][Si:11]([CH3:14])([CH3:13])[CH3:12])[CH:6]=[CH:5][C:3]=1[NH2:4].F[C:16]1[C:24]([F:25])=[C:23]([F:26])[CH:22]=[CH:21][C:17]=1[C:18]([OH:20])=[O:19].[Li+].C[Si]([N-][Si](C)(C)C)(C)C. The catalyst is C1COCC1. The product is [F:25][C:24]1[C:16]([NH:4][C:3]2[CH:5]=[CH:6][C:7]([C:9]#[C:10][Si:11]([CH3:13])([CH3:12])[CH3:14])=[CH:8][C:2]=2[F:1])=[C:17]([CH:21]=[CH:22][C:23]=1[F:26])[C:18]([OH:20])=[O:19]. The yield is 0.590.